Task: Predict which catalyst facilitates the given reaction.. Dataset: Catalyst prediction with 721,799 reactions and 888 catalyst types from USPTO (1) Reactant: N=C=N.[F:4][C:5]([F:24])([CH2:21][CH2:22][CH3:23])[CH2:6][CH:7]([NH:11][C:12]([N:14]1[CH2:20][CH2:19][CH2:18][O:17][CH2:16][CH2:15]1)=[O:13])[C:8]([OH:10])=O.C1C=C[C:28]2[N:33](O)N=[N:31][C:29]=2C=1.Cl.NCC#N.C(O)C(N)(CO)CO. Product: [C:29]([CH2:28][NH:33][C:8]([C@@H:7]([NH:11][C:12]([N:14]1[CH2:20][CH2:19][CH2:18][O:17][CH2:16][CH2:15]1)=[O:13])[CH2:6][C:5]([F:4])([F:24])[CH2:21][CH2:22][CH3:23])=[O:10])#[N:31]. The catalyst class is: 347. (2) Reactant: [Cl:1][C:2]1[N:7]=[N:6][C:5]([O:8][CH2:9][CH:10]2[CH2:15][CH2:14][N:13]([CH2:16][C:17]([CH3:20])(O)[CH3:18])[CH2:12][CH2:11]2)=[CH:4][CH:3]=1.CCN(S(F)(F)[F:27])CC.O. Product: [Cl:1][C:2]1[N:7]=[N:6][C:5]([O:8][CH2:9][CH:10]2[CH2:15][CH2:14][N:13]([CH2:16][C:17]([F:27])([CH3:20])[CH3:18])[CH2:12][CH2:11]2)=[CH:4][CH:3]=1. The catalyst class is: 2. (3) Reactant: [Cl:1][C:2]1[C:7]2[S:8][C:9]([C:11]3[C:16]([Cl:17])=[CH:15][C:14]([CH:18]=C)=[CH:13][C:12]=3[Cl:20])=[N:10][C:6]=2[CH:5]=[CH:4][N:3]=1.C1(P(C2C=CC=CC=2)C2C=CC=CC=2)C=CC=CC=1.C[OH:41]. Product: [Cl:20][C:12]1[CH:13]=[C:14]([CH:15]=[C:16]([Cl:17])[C:11]=1[C:9]1[S:8][C:7]2[C:2]([Cl:1])=[N:3][CH:4]=[CH:5][C:6]=2[N:10]=1)[CH:18]=[O:41]. The catalyst class is: 2. (4) Reactant: Br[C:2]1[CH:3]=[C:4]([O:8][CH3:9])[CH:5]=[CH:6][CH:7]=1.[CH:10]1([NH2:13])[CH2:12][CH2:11]1.CC(C)([O-])C.[Na+].C1C=CC(P(C2C=CC3C(=CC=CC=3)C=2C2C3C(=CC=CC=3)C=CC=2P(C2C=CC=CC=2)C2C=CC=CC=2)C2C=CC=CC=2)=CC=1. Product: [CH:10]1([NH:13][C:2]2[CH:7]=[CH:6][CH:5]=[C:4]([O:8][CH3:9])[CH:3]=2)[CH2:12][CH2:11]1. The catalyst class is: 101. (5) Reactant: [Cl:1][C:2]1[CH:3]=[C:4]([CH2:17][NH2:18])[C:5]2[N:9]=[CH:8][N:7]([CH:10]3[CH2:15][CH2:14][CH2:13][CH2:12][O:11]3)[C:6]=2[CH:16]=1.[CH3:19][C:20]([O:23][C:24](O[C:24]([O:23][C:20]([CH3:22])([CH3:21])[CH3:19])=[O:25])=[O:25])([CH3:22])[CH3:21]. Product: [Cl:1][C:2]1[CH:3]=[C:4]([CH2:17][NH:18][C:24](=[O:25])[O:23][C:20]([CH3:22])([CH3:21])[CH3:19])[C:5]2[N:9]=[CH:8][N:7]([CH:10]3[CH2:15][CH2:14][CH2:13][CH2:12][O:11]3)[C:6]=2[CH:16]=1. The catalyst class is: 2. (6) Product: [CH3:3][O:4][C:5]1[N:10]=[N:9][C:8]([N:11]2[C:15]([C:16]3[CH:21]=[CH:20][CH:19]=[CH:18][N:17]=3)=[CH:14][C:13]([C:22]([N:24]3[CH2:28][CH2:27][CH2:26][N:25]3[CH3:29])=[O:23])=[N:12]2)=[CH:7][CH:6]=1. The catalyst class is: 42. Reactant: [H-].[Na+].[CH3:3][O:4][C:5]1[N:10]=[N:9][C:8]([N:11]2[C:15]([C:16]3[CH:21]=[CH:20][CH:19]=[CH:18][N:17]=3)=[CH:14][C:13]([C:22]([N:24]3[CH2:28][CH2:27][CH2:26][NH:25]3)=[O:23])=[N:12]2)=[CH:7][CH:6]=1.[CH3:29]I.O.